From a dataset of Catalyst prediction with 721,799 reactions and 888 catalyst types from USPTO. Predict which catalyst facilitates the given reaction. (1) Reactant: [N:1]1([C:10]2[S:14][C:13]([C:15]([O:17]C)=[O:16])=[C:12]([O:19][CH2:20][C:21]3[CH:26]=[CH:25][CH:24]=[CH:23][C:22]=3[CH3:27])[CH:11]=2)[C:5]2[CH:6]=[CH:7][CH:8]=[CH:9][C:4]=2[N:3]=[CH:2]1.[OH-].[Li+].Cl. Product: [N:1]1([C:10]2[S:14][C:13]([C:15]([OH:17])=[O:16])=[C:12]([O:19][CH2:20][C:21]3[CH:26]=[CH:25][CH:24]=[CH:23][C:22]=3[CH3:27])[CH:11]=2)[C:5]2[CH:6]=[CH:7][CH:8]=[CH:9][C:4]=2[N:3]=[CH:2]1. The catalyst class is: 12. (2) Reactant: [CH3:1][O:2][C:3]([C:5]1[CH:6]=[C:7]2[C:11](=[CH:12][CH:13]=1)[NH:10][C:9](=[O:14])[CH:8]2SC)=[O:4]. Product: [CH3:1][O:2][C:3]([C:5]1[CH:6]=[C:7]2[C:11](=[CH:12][CH:13]=1)[NH:10][C:9](=[O:14])[CH2:8]2)=[O:4]. The catalyst class is: 183.